This data is from Forward reaction prediction with 1.9M reactions from USPTO patents (1976-2016). The task is: Predict the product of the given reaction. (1) Given the reactants C([N:8]1[CH:13]2[CH2:14][CH2:15][CH:9]1[CH2:10][C:11]([C:17]1[C:22]([Br:23])=[CH:21][N:20]=[CH:19][N:18]=1)([OH:16])[CH2:12]2)C1C=CC=CC=1.C([O-])=O.[NH4+], predict the reaction product. The product is: [Br:23][C:22]1[C:17]([C:11]2([OH:16])[CH2:12][CH:13]3[NH:8][CH:9]([CH2:15][CH2:14]3)[CH2:10]2)=[N:18][CH:19]=[N:20][CH:21]=1. (2) Given the reactants Cl.CN(C)CCCN=C=NCC.[F:13][C:14]1[CH:15]=[C:16]([C:21]2[CH:26]=[CH:25][C:24](=[O:27])[N:23]([CH2:28][C:29]3[CH:30]=[C:31]([CH:35]=[CH:36][CH:37]=3)[C:32](O)=[O:33])[N:22]=2)[CH:17]=[C:18]([F:20])[CH:19]=1.[CH3:38][O:39][CH:40]([O:43][CH3:44])[CH2:41][NH2:42].O.ON1C2C=CC=CC=2N=N1, predict the reaction product. The product is: [F:13][C:14]1[CH:15]=[C:16]([C:21]2[CH:26]=[CH:25][C:24](=[O:27])[N:23]([CH2:28][C:29]3[CH:30]=[C:31]([CH:35]=[CH:36][CH:37]=3)[C:32]([NH:42][CH2:41][CH:40]([O:43][CH3:44])[O:39][CH3:38])=[O:33])[N:22]=2)[CH:17]=[C:18]([F:20])[CH:19]=1. (3) Given the reactants [CH3:1][O:2][C:3]1[CH:12]=[CH:11][C:6]([C:7]([O:9]C)=[O:8])=[CH:5][C:4]=1[C:13]#[C:14][C:15]1[CH:20]=[CH:19][CH:18]=[CH:17][N:16]=1.O.[OH-].[Li+], predict the reaction product. The product is: [CH3:1][O:2][C:3]1[CH:12]=[CH:11][C:6]([C:7]([OH:9])=[O:8])=[CH:5][C:4]=1[C:13]#[C:14][C:15]1[CH:20]=[CH:19][CH:18]=[CH:17][N:16]=1. (4) Given the reactants [CH3:1][O:2][C:3]1[C:18]2[C:14]3[S:15][CH:16]=[CH:17][C:13]=3[CH:12]=[C:11]([O:19][CH3:20])[C:10]=2[C:6]2[S:7][CH:8]=[CH:9][C:5]=2[CH:4]=1.O.[C:22]1([CH3:32])[CH:27]=[CH:26][C:25](S(O)(=O)=O)=[CH:24][CH:23]=1.C(O)[CH2:34][CH2:35][CH2:36][CH2:37][CH2:38][CH2:39][CH2:40][CH2:41][CH2:42][CH2:43][CH3:44], predict the reaction product. The product is: [CH2:20]([O:19][C:11]1[C:10]2[C:6]3[S:7][CH:8]=[CH:9][C:5]=3[CH:4]=[C:3]([O:2][CH2:1][CH2:18][CH2:3][CH2:4][CH2:5][CH2:23][CH2:24][CH2:25][CH2:26][CH2:27][CH2:22][CH3:32])[C:18]=2[C:14]2[S:15][CH:16]=[CH:17][C:13]=2[CH:12]=1)[CH2:44][CH2:43][CH2:42][CH2:41][CH2:40][CH2:39][CH2:38][CH2:37][CH2:36][CH2:35][CH3:34]. (5) Given the reactants P([O-])([O-])([O-])=O.[K+].[K+].[K+].[NH2:9][C:10]1[CH2:31][O:30][CH2:29][C@:12]2([C:25]3[CH:24]=[C:23](Br)[CH:22]=[C:21]([F:27])[C:20]=3[O:19][C:18]3[C:13]2=[CH:14][C:15]([OH:28])=[CH:16][CH:17]=3)[N:11]=1.[O:32]1[CH2:37][CH:36]=[C:35](B2OC(C)(C)C(C)(C)O2)[CH2:34][CH2:33]1, predict the reaction product. The product is: [NH2:9][C:10]1[CH2:31][O:30][CH2:29][C@:12]2([C:25]3[CH:24]=[C:23]([C:35]4[CH2:36][CH2:37][O:32][CH2:33][CH:34]=4)[CH:22]=[C:21]([F:27])[C:20]=3[O:19][C:18]3[C:13]2=[CH:14][C:15]([OH:28])=[CH:16][CH:17]=3)[N:11]=1.